Dataset: Full USPTO retrosynthesis dataset with 1.9M reactions from patents (1976-2016). Task: Predict the reactants needed to synthesize the given product. (1) Given the product [Br:22][C:23]1[CH:28]=[CH:27][C:26]([C:29]([CH3:30])([CH3:32])[CH3:31])=[CH:25][C:24]=1[O:33][C:35]1[S:36][CH:37]=[C:38]([C:40]([NH:42][C:43]2[C:44]([O:65][CH3:66])=[N:45][C:46]([NH:51][CH2:52][CH2:53][N:54]([CH:62]([CH3:63])[CH3:64])[C:55](=[O:61])[O:56][C:57]([CH3:59])([CH3:60])[CH3:58])=[N:47][C:48]=2[O:49][CH3:50])=[O:41])[N:39]=1, predict the reactants needed to synthesize it. The reactants are: C(C1C=C(C=CC=1)OC1OC=C(C(OCC)=O)N=1)(C)(C)C.[Br:22][C:23]1[CH:28]=[CH:27][C:26]([C:29]([CH3:32])([CH3:31])[CH3:30])=[CH:25][C:24]=1[OH:33].Br[C:35]1[S:36][CH:37]=[C:38]([C:40]([NH:42][C:43]2[C:44]([O:65][CH3:66])=[N:45][C:46]([NH:51][CH2:52][CH2:53][N:54]([CH:62]([CH3:64])[CH3:63])[C:55](=[O:61])[O:56][C:57]([CH3:60])([CH3:59])[CH3:58])=[N:47][C:48]=2[O:49][CH3:50])=[O:41])[N:39]=1. (2) Given the product [Cl:1][C:2]1[CH:7]=[CH:6][C:5]([C:8]2[CH:13]=[N:12][N:11]3[C:14](=[O:17])[N:15]([CH3:25])[N:16]=[C:10]3[C:9]=2[C:18]2[CH:23]=[CH:22][C:21]([Cl:24])=[CH:20][CH:19]=2)=[CH:4][CH:3]=1, predict the reactants needed to synthesize it. The reactants are: [Cl:1][C:2]1[CH:7]=[CH:6][C:5]([C:8]2[CH:13]=[N:12][N:11]3[C:14](=[O:17])[NH:15][N:16]=[C:10]3[C:9]=2[C:18]2[CH:23]=[CH:22][C:21]([Cl:24])=[CH:20][CH:19]=2)=[CH:4][CH:3]=1.[C:25]([O-])([O-])=O.[K+].[K+].IC.